This data is from Experimentally validated miRNA-target interactions with 360,000+ pairs, plus equal number of negative samples. The task is: Binary Classification. Given a miRNA mature sequence and a target amino acid sequence, predict their likelihood of interaction. The miRNA is hsa-miR-499a-5p with sequence UUAAGACUUGCAGUGAUGUUU. The protein sequence of the target gene is MPEQFSVAEFLAVTAEDLSSPAGAAAFAAKMPRYRGAALAREEILEGDQAILQRIKKAVRAIHSSGLGHVENEEQYREAVESLGNSHLSQNSHELSTGFLNLAVFTREVAALFKNLIQNLNNIVSFPLDSLMKGQLRDGRQDSKKQLEKAWKDYEAKMAKLEKERDRARVTGGIPGEVAQDMQRERRIFQLHMCEYLLKAGESQMKQGPDFLQSLIKFFHAQHNFFQDGWKAAQSLFPFIEKLAASVHALHQAQEDELQKLTQLRDSLRGTLQLESREEHLSRKNSGCGYSIHQHQGNKQ.... Result: 1 (interaction).